This data is from hERG Central: cardiac toxicity at 1µM, 10µM, and general inhibition. The task is: Predict hERG channel inhibition at various concentrations. (1) The molecule is CCCCN(CCCC)CCNC(=O)CSCc1ccc(C)cc1.O=C(O)C(=O)O. Results: hERG_inhib (hERG inhibition (general)): blocker. (2) The drug is CCN1CCCC1CNC(=O)c1cc2c(-c3ccc(Cl)cc3)nn(C)c2s1. Results: hERG_inhib (hERG inhibition (general)): blocker.